This data is from Forward reaction prediction with 1.9M reactions from USPTO patents (1976-2016). The task is: Predict the product of the given reaction. (1) Given the reactants [CH3:1][C:2]1([CH3:16])[O:6][C@H:5]([CH2:7][N:8]2[C:12]([CH3:13])=[C:11](I)[C:10]([CH3:15])=[N:9]2)[CH2:4][O:3]1.C1COCC1.C([Mg]Cl)(C)C.CO[B:29]1[O:33][C:32]([CH3:35])([CH3:34])[C:31]([CH3:37])([CH3:36])[O:30]1, predict the reaction product. The product is: [CH3:1][C:2]1([CH3:16])[O:6][C@H:5]([CH2:7][N:8]2[C:12]([CH3:13])=[C:11]([B:29]3[O:33][C:32]([CH3:35])([CH3:34])[C:31]([CH3:37])([CH3:36])[O:30]3)[C:10]([CH3:15])=[N:9]2)[CH2:4][O:3]1. (2) Given the reactants [OH:1][C:2]1[CH:3]=[C:4]2[C:9](=[CH:10][CH:11]=1)[CH2:8][NH:7][CH:6]([C:12]([OH:14])=[O:13])[CH2:5]2.C([O-])(O)=O.[Na+].[CH3:20][C:21]([O:24][C:25](O[C:25]([O:24][C:21]([CH3:23])([CH3:22])[CH3:20])=[O:26])=[O:26])([CH3:23])[CH3:22].Cl, predict the reaction product. The product is: [C:21]([O:24][C:25]([N:7]1[CH:6]([C:12]([OH:14])=[O:13])[CH2:5][C:4]2[C:9](=[CH:10][CH:11]=[C:2]([OH:1])[CH:3]=2)[CH2:8]1)=[O:26])([CH3:23])([CH3:22])[CH3:20].